From a dataset of Forward reaction prediction with 1.9M reactions from USPTO patents (1976-2016). Predict the product of the given reaction. (1) Given the reactants FC(F)(F)C(O)=O.[CH3:8][C@@H:9]1[CH2:13][CH2:12][CH2:11][N:10]1[CH2:14][CH2:15][C:16]1[CH:21]=[CH:20][C:19]([C:22]2[CH:27]=[CH:26][C:25]([CH2:28][CH2:29][C:30]([NH:32][C@@H:33]([CH3:41])[C:34]([O:36]C(C)(C)C)=[O:35])=[O:31])=[CH:24][CH:23]=2)=[CH:18][CH:17]=1.Cl.O1CCOCC1, predict the reaction product. The product is: [CH3:8][C@@H:9]1[CH2:13][CH2:12][CH2:11][N:10]1[CH2:14][CH2:15][C:16]1[CH:17]=[CH:18][C:19]([C:22]2[CH:27]=[CH:26][C:25]([CH2:28][CH2:29][C:30]([NH:32][C@@H:33]([CH3:41])[C:34]([OH:36])=[O:35])=[O:31])=[CH:24][CH:23]=2)=[CH:20][CH:21]=1. (2) Given the reactants [CH:1]1([N:7]([CH3:31])[C:8]([C:10]2[CH:30]=[CH:29][C:13]3[N:14]([CH2:25][CH2:26][CH2:27][OH:28])[C:15]([NH:17][C:18]([C:20]4[S:21][CH:22]=[CH:23][CH:24]=4)=[O:19])=[N:16][C:12]=3[CH:11]=2)=[O:9])[CH2:6][CH2:5][CH2:4][CH2:3][CH2:2]1.[C:32](OC(=O)C)(=[O:34])[CH3:33].C(N(CC)CC)C, predict the reaction product. The product is: [CH:1]1([N:7]([CH3:31])[C:8]([C:10]2[CH:30]=[CH:29][C:13]3[N:14]([CH2:25][CH2:26][CH2:27][O:28][C:32](=[O:34])[CH3:33])[C:15]([NH:17][C:18]([C:20]4[S:21][CH:22]=[CH:23][CH:24]=4)=[O:19])=[N:16][C:12]=3[CH:11]=2)=[O:9])[CH2:2][CH2:3][CH2:4][CH2:5][CH2:6]1. (3) Given the reactants [C:1]([N:9]=[C:10]=[S:11])(=[O:8])[C:2]1[CH:7]=[CH:6][CH:5]=[CH:4][CH:3]=1.[CH3:12][C:13]1[CH:18]=[C:17]([NH:19][CH3:20])[CH:16]=[C:15]([CH3:21])[C:14]=1[CH2:22][CH2:23][S:24]([N:27]1[CH2:44][CH2:43][C:30]2([N:34]=[C:33]([CH:35]3[CH2:40][CH2:39][CH:38]([CH3:41])[CH2:37][CH2:36]3)[NH:32][C:31]2=[O:42])[CH2:29][CH2:28]1)(=[O:26])=[O:25], predict the reaction product. The product is: [C:1]([NH:9][C:10](=[S:11])[N:19]([C:17]1[CH:18]=[C:13]([CH3:12])[C:14]([CH2:22][CH2:23][S:24]([N:27]2[CH2:28][CH2:29][C:30]3([N:34]=[C:33]([CH:35]4[CH2:40][CH2:39][CH:38]([CH3:41])[CH2:37][CH2:36]4)[NH:32][C:31]3=[O:42])[CH2:43][CH2:44]2)(=[O:26])=[O:25])=[C:15]([CH3:21])[CH:16]=1)[CH3:20])(=[O:8])[C:2]1[CH:7]=[CH:6][CH:5]=[CH:4][CH:3]=1. (4) Given the reactants [CH2:1]([NH2:4])[CH2:2][NH2:3].[C:5](O[C:5]([O:7][C:8]([CH3:11])([CH3:10])[CH3:9])=[O:6])([O:7][C:8]([CH3:11])([CH3:10])[CH3:9])=[O:6], predict the reaction product. The product is: [NH2:3][CH2:2][CH2:1][NH:4][C:5](=[O:6])[O:7][C:8]([CH3:11])([CH3:10])[CH3:9]. (5) Given the reactants [N+:1]([C:4]1[CH:9]=[CH:8][C:7]([CH2:10][CH2:11][C:12](Cl)=[O:13])=[CH:6][CH:5]=1)([O-:3])=[O:2].[CH3:15][O:16][C:17]1[CH:22]=[CH:21][CH:20]=[CH:19][CH:18]=1, predict the reaction product. The product is: [CH3:15][O:16][C:17]1[CH:22]=[CH:21][C:20]([C:12](=[O:13])[CH2:11][CH2:10][C:7]2[CH:8]=[CH:9][C:4]([N+:1]([O-:3])=[O:2])=[CH:5][CH:6]=2)=[CH:19][CH:18]=1.